Dataset: Forward reaction prediction with 1.9M reactions from USPTO patents (1976-2016). Task: Predict the product of the given reaction. (1) Given the reactants I[C:2]1[CH:20]=[CH:19][C:5]2[O:6][CH2:7][C:8]([F:18])([CH3:17])[C:9]3[N:10]([N:11]=[C:12]([C:14]([NH2:16])=[O:15])[CH:13]=3)[C:4]=2[CH:3]=1.[CH3:21][C:22]1[O:26][N:25]=[C:24]([C@:27]([OH:31])([C:29]#[CH:30])[CH3:28])[CH:23]=1, predict the reaction product. The product is: [F:18][C:8]1([CH3:17])[CH2:7][O:6][C:5]2[CH:19]=[CH:20][C:2]([C:30]#[C:29][C@@:27]([OH:31])([C:24]3[CH:23]=[C:22]([CH3:21])[O:26][N:25]=3)[CH3:28])=[CH:3][C:4]=2[N:10]2[N:11]=[C:12]([C:14]([NH2:16])=[O:15])[CH:13]=[C:9]12. (2) Given the reactants [Br:1][C:2]1[CH:22]=[CH:21][C:5]([NH:6][C:7]2[S:11][C:10]3[CH:12]=[CH:13][CH:14]=[CH:15][C:9]=3[C:8]=2[C:16]([O:18][CH2:19][CH3:20])=[O:17])=[C:4]([N+:23]([O-])=O)[CH:3]=1.[H][H], predict the reaction product. The product is: [NH2:23][C:4]1[CH:3]=[C:2]([Br:1])[CH:22]=[CH:21][C:5]=1[NH:6][C:7]1[S:11][C:10]2[CH:12]=[CH:13][CH:14]=[CH:15][C:9]=2[C:8]=1[C:16]([O:18][CH2:19][CH3:20])=[O:17]. (3) Given the reactants C(N(CC)CC)C.[CH2:8]([N:10]([CH2:14][CH3:15])[C:11](Cl)=[O:12])[CH3:9].[OH:16][C:17]12[C:35]3[C:30](=[CH:31][CH:32]=[CH:33][CH:34]=3)[C:29](=[O:36])[C:18]1([OH:37])[C:19]1[C:24]([O:25]2)=[CH:23][C:22]([CH:26]([CH3:28])[CH3:27])=[CH:21][CH:20]=1, predict the reaction product. The product is: [CH2:8]([N:10]([CH2:14][CH3:15])[C:11](=[O:12])[O:16][C:17]12[C:35]3[C:30](=[CH:31][CH:32]=[CH:33][CH:34]=3)[C:29](=[O:36])[C:18]1([OH:37])[C:19]1[CH:20]=[CH:21][C:22]([CH:26]([CH3:27])[CH3:28])=[CH:23][C:24]=1[O:25]2)[CH3:9]. (4) Given the reactants [C:1]([NH:8][C@H:9]([C:17]([OH:19])=O)[CH2:10][C:11]1[CH:16]=[CH:15][N:14]=[CH:13][CH:12]=1)([O:3][C:4]([CH3:7])([CH3:6])[CH3:5])=[O:2].CN([C:23]([O:27][N:28]1N=NC2C=CC(=C[C:29]1=2)Cl)=[N+](C)C)C.F[P-](F)(F)(F)(F)F.CCN(C(C)C)C(C)C, predict the reaction product. The product is: [CH3:23][O:27][N:28]([CH3:29])[C:17](=[O:19])[C@@H:9]([NH:8][C:1](=[O:2])[O:3][C:4]([CH3:5])([CH3:6])[CH3:7])[CH2:10][C:11]1[CH:12]=[CH:13][N:14]=[CH:15][CH:16]=1. (5) The product is: [CH:18]([O:17][C:10]1[CH:9]=[C:8]([C:21]([F:22])([F:23])[F:24])[C:7]2[CH:6]=[C:5]3[N:4]([CH2:25][C:26]([F:28])([F:29])[F:27])[CH:3]([CH2:2][O:1][CH2:33][CH2:34][CH3:35])[CH2:16][O:15][C:14]3=[CH:13][C:12]=2[N:11]=1)([CH3:20])[CH3:19]. Given the reactants [OH:1][CH2:2][CH:3]1[CH2:16][O:15][C:14]2[C:5](=[CH:6][C:7]3[C:8]([C:21]([F:24])([F:23])[F:22])=[CH:9][C:10]([O:17][CH:18]([CH3:20])[CH3:19])=[N:11][C:12]=3[CH:13]=2)[N:4]1[CH2:25][C:26]([F:29])([F:28])[F:27].[H-].[Na+].I[CH2:33][CH2:34][CH3:35], predict the reaction product.